Regression. Given a peptide amino acid sequence and an MHC pseudo amino acid sequence, predict their binding affinity value. This is MHC class I binding data. From a dataset of Peptide-MHC class I binding affinity with 185,985 pairs from IEDB/IMGT. (1) The peptide sequence is VFMDNAFKK. The MHC is HLA-A26:02 with pseudo-sequence HLA-A26:02. The binding affinity (normalized) is 0.0847. (2) The peptide sequence is EFHNLPPNSA. The MHC is Patr-A0901 with pseudo-sequence Patr-A0901. The binding affinity (normalized) is 0. (3) The peptide sequence is VASDVCKKNL. The MHC is HLA-A68:02 with pseudo-sequence HLA-A68:02. The binding affinity (normalized) is 0.0217. (4) The peptide sequence is KSLDNYQEW. The MHC is SLA-20401 with pseudo-sequence SLA-20401. The binding affinity (normalized) is 0.0847. (5) The peptide sequence is VYINHPFIY. The MHC is HLA-A24:02 with pseudo-sequence HLA-A24:02. The binding affinity (normalized) is 0.496. (6) The peptide sequence is VLFEVFVVF. The MHC is HLA-B15:03 with pseudo-sequence HLA-B15:03. The binding affinity (normalized) is 0.854. (7) The peptide sequence is RGPYRAFVTI. The MHC is HLA-B18:01 with pseudo-sequence HLA-B18:01. The binding affinity (normalized) is 0.136. (8) The peptide sequence is RRFQHKDGH. The MHC is HLA-B44:02 with pseudo-sequence HLA-B44:02. The binding affinity (normalized) is 0.0847. (9) The peptide sequence is IPIYKRGDM. The MHC is H-2-Kb with pseudo-sequence H-2-Kb. The binding affinity (normalized) is 0.275. (10) The peptide sequence is MGLDKGWPIS. The MHC is HLA-A32:01 with pseudo-sequence HLA-A32:01. The binding affinity (normalized) is 0.148.